This data is from Catalyst prediction with 721,799 reactions and 888 catalyst types from USPTO. The task is: Predict which catalyst facilitates the given reaction. (1) Reactant: Cl[C:2]1[C:11]2[C:6](=[C:7]([O:13][CH3:14])[CH:8]=[C:9]([F:12])[CH:10]=2)[CH:5]=[CH:4][N:3]=1.[F-:15].[Cs+]. Product: [F:15][C:2]1[C:11]2[C:6](=[C:7]([O:13][CH3:14])[CH:8]=[C:9]([F:12])[CH:10]=2)[CH:5]=[CH:4][N:3]=1. The catalyst class is: 197. (2) Reactant: [N+:1]([O-:4])([O-:3])=[O:2].[Ag+:5].[S:6]1[CH2:10][CH2:9][CH2:8][CH2:7]1. Product: [N+:1]([O-:4])([O-:3])=[O:2].[Ag+:5].[S:6]1[CH2:10][CH2:9][CH2:8][CH2:7]1. The catalyst class is: 10. (3) Reactant: [F:1][C:2]1[CH:21]=[CH:20][CH:19]=[CH:18][C:3]=1[CH2:4][N:5]1[C:9]([C:10]2[CH:14]=[CH:13][O:12][N:11]=2)=[CH:8][C:7]([C:15](=[NH:17])[NH2:16])=[N:6]1.[F:22][CH:23]([C:29](OCC)=[O:30])[C:24](OCC)=[O:25].C1CCN2C(=NCCC2)CC1. Product: [F:22][C:23]1[C:24](=[O:25])[NH:17][C:15]([C:7]2[CH:8]=[C:9]([C:10]3[CH:14]=[CH:13][O:12][N:11]=3)[N:5]([CH2:4][C:3]3[CH:18]=[CH:19][CH:20]=[CH:21][C:2]=3[F:1])[N:6]=2)=[N:16][C:29]=1[OH:30]. The catalyst class is: 8. (4) Reactant: C(N[C:6](=[O:23])[C:7]1[CH:12]=[CH:11][N:10]=[CH:9][C:8]=1[CH2:13][C:14]([C:16]1[CH:21]=[CH:20][N:19]=[C:18]([Cl:22])[CH:17]=1)=[O:15])(C)(C)C. The catalyst class is: 15. Product: [Cl:22][C:18]1[CH:17]=[C:16]([C:14]2[O:15][C:6](=[O:23])[C:7]3[CH:12]=[CH:11][N:10]=[CH:9][C:8]=3[CH:13]=2)[CH:21]=[CH:20][N:19]=1.